Dataset: Full USPTO retrosynthesis dataset with 1.9M reactions from patents (1976-2016). Task: Predict the reactants needed to synthesize the given product. (1) Given the product [C:1]1([C:31]2[CH:36]=[CH:35][CH:34]=[CH:33][CH:32]=2)[CH:6]=[CH:5][CH:4]=[C:3]([NH:7][C:8](=[O:30])[CH2:9][CH2:10][CH2:11][CH2:12][CH2:13][NH:14][C:15](=[O:29])[CH2:16][O:17][CH2:18][C:19]2[CH:20]=[CH:21][C:22]([CH2:23][OH:24])=[CH:27][CH:28]=2)[CH:2]=1, predict the reactants needed to synthesize it. The reactants are: [C:1]1([C:31]2[CH:36]=[CH:35][CH:34]=[CH:33][CH:32]=2)[CH:6]=[CH:5][CH:4]=[C:3]([NH:7][C:8](=[O:30])[CH2:9][CH2:10][CH2:11][CH2:12][CH2:13][NH:14][C:15](=[O:29])[CH2:16][O:17][CH2:18][C:19]2[CH:28]=[CH:27][C:22]([C:23](OC)=[O:24])=[CH:21][CH:20]=2)[CH:2]=1.[H-].[H-].[H-].[H-].[Li+].[Al+3]. (2) Given the product [Cl:1][CH2:2][C:3]1[CH:4]=[CH:5][C:6]([CH2:9][C:10]2[N:14]([CH2:15][CH3:16])[C:13]([C:17]([O:19][CH2:20][CH3:21])=[O:18])=[CH:12][C:11]=2[CH3:22])=[CH:7][CH:8]=1, predict the reactants needed to synthesize it. The reactants are: [Cl:1][CH2:2][C:3]1[CH:8]=[CH:7][C:6]([CH:9](O)[C:10]2[N:14]([CH2:15][CH3:16])[C:13]([C:17]([O:19][CH2:20][CH3:21])=[O:18])=[CH:12][C:11]=2[CH3:22])=[CH:5][CH:4]=1.FC(F)(F)C(O)=O.C([SiH](CC)CC)C.C([O-])(O)=O.[Na+]. (3) The reactants are: [CH3:1][O:2][CH2:3][C:4](=[O:10])[CH2:5][C:6]([O:8][CH3:9])=[O:7].CO[CH:13](OC)[N:14]([CH3:16])[CH3:15]. Given the product [CH3:13][N:14]([CH:16]=[C:5]([C:4](=[O:10])[CH2:3][O:2][CH3:1])[C:6]([O:8][CH3:9])=[O:7])[CH3:15], predict the reactants needed to synthesize it. (4) Given the product [CH3:1][C@H:2]1[CH2:10][C:9]2[C:4](=[CH:5][C:6]([CH3:11])=[CH:7][CH:8]=2)[C@@H:3]1[NH:12][C:13]1[N:14]=[CH:15][N:16]=[C:17]([NH:19][C:22](=[O:23])[C:21]([F:32])([F:31])[F:20])[N:18]=1, predict the reactants needed to synthesize it. The reactants are: [CH3:1][C@H:2]1[CH2:10][C:9]2[C:4](=[CH:5][C:6]([CH3:11])=[CH:7][CH:8]=2)[C@@H:3]1[NH:12][C:13]1[N:18]=[C:17]([NH2:19])[N:16]=[CH:15][N:14]=1.[F:20][C:21]([F:32])([F:31])[C:22](O[C:22](=[O:23])[C:21]([F:32])([F:31])[F:20])=[O:23]. (5) The reactants are: CC(C)([O-])C.[K+].[Br:7][C:8]1[C:9]([CH3:20])=[C:10]([CH3:19])[C:11]2[O:15][CH2:14][C:13](=[O:16])[C:12]=2[C:17]=1[CH3:18].Br[CH2:22][CH2:23][O:24][CH2:25][CH2:26]Br.[Cl-].[NH4+]. Given the product [Br:7][C:8]1[C:9]([CH3:20])=[C:10]([CH3:19])[C:11]2[O:15][C:14]3([CH2:26][CH2:25][O:24][CH2:23][CH2:22]3)[C:13](=[O:16])[C:12]=2[C:17]=1[CH3:18], predict the reactants needed to synthesize it.